This data is from Forward reaction prediction with 1.9M reactions from USPTO patents (1976-2016). The task is: Predict the product of the given reaction. Given the reactants [CH3:1][C:2]1[C:6](B(O)O)=[C:5]([CH3:10])[O:4][N:3]=1.[C:11]1(P(C2CCCCC2)C2CCCCC2)[C:16]([C:11]2[CH:16]=[CH:15][CH:14]=[CH:13][CH:12]=2)=[CH:15][CH:14]=[CH:13][CH:12]=1.[CH:36]([OH:39])([CH3:38])[CH3:37].O.[C:41](OCC)(=[O:43])C, predict the reaction product. The product is: [CH3:1][C:2]1[C:6]([C:12]2[CH:13]=[CH:14][C:15]3[O:39][C:36]([CH2:38][CH2:41][OH:43])=[CH:37][C:16]=3[CH:11]=2)=[C:5]([CH3:10])[O:4][N:3]=1.